Dataset: Full USPTO retrosynthesis dataset with 1.9M reactions from patents (1976-2016). Task: Predict the reactants needed to synthesize the given product. (1) Given the product [Cl:1][C:2]1[CH:3]=[C:4]([C:34](=[O:36])[CH3:35])[CH:5]=[CH:6][C:10]=1[N:9]1[C:8]2=[N:11][C:15]3[C:16]([Cl:22])=[CH:17][CH:18]=[C:19]([CH:42]([OH:38])[CH2:41][CH3:40])[C:20]=3[N:7]2[CH2:14][CH2:13][CH2:12]1, predict the reactants needed to synthesize it. The reactants are: [Cl:1][C:2]1[C:10]2[N:9]=[C:8]3[N:11]([C:15]4[CH:20]=[CH:19][C:18](Cl)=[CH:17][C:16]=4[Cl:22])[CH2:12][CH2:13][CH2:14][N:7]3[C:6]=2[C:5](C(O)CC)=[CH:4][CH:3]=1.C([Li])CCC.CN(C)[C:34](=[O:36])[CH3:35].[O:38]1[CH2:42][CH2:41][CH2:40]C1. (2) Given the product [CH2:29]([O:14][C:13]1[CH:12]([CH2:15][CH:16]2[CH2:17][CH2:18][S:19][CH2:20][CH2:21]2)[NH:11][C:10](=[O:22])[C:9]=1[C:3]1[CH:4]=[C:5]([CH3:8])[CH:6]=[CH:7][C:2]=1[CH3:1])[C:30]1[CH:35]=[CH:34][CH:33]=[CH:32][CH:31]=1, predict the reactants needed to synthesize it. The reactants are: [CH3:1][C:2]1[CH:7]=[CH:6][C:5]([CH3:8])=[CH:4][C:3]=1[C:9]1[C:10](=[O:22])[NH:11][CH:12]([CH2:15][CH:16]2[CH2:21][CH2:20][S:19][CH2:18][CH2:17]2)[C:13]=1[OH:14].C(=O)([O-])[O-].[K+].[K+].[CH2:29](Br)[C:30]1[CH:35]=[CH:34][CH:33]=[CH:32][CH:31]=1. (3) Given the product [Cl:11][C:8]1[CH:9]=[CH:10][C:5]([C:4]([OH:24])=[O:3])=[CH:6][C:7]=1[N:12]1[C:17]([CH3:18])=[CH:16][C:15]([C:19]([F:20])([F:21])[F:22])=[N:14][C:13]1=[O:23], predict the reactants needed to synthesize it. The reactants are: C([O:3][C:4](=[O:24])[C:5]1[CH:10]=[CH:9][C:8]([Cl:11])=[C:7]([N:12]2[C:17]([CH3:18])=[CH:16][C:15]([C:19]([F:22])([F:21])[F:20])=[N:14][C:13]2=[O:23])[CH:6]=1)C. (4) Given the product [NH2:1][C:4]1[C:9]2[NH:10][CH:11]([CH2:14][O:15][S:16]([C:19]3[CH:24]=[CH:23][C:22]([CH3:25])=[CH:21][CH:20]=3)(=[O:18])=[O:17])[CH2:12][O:13][C:8]=2[CH:7]=[CH:6][CH:5]=1, predict the reactants needed to synthesize it. The reactants are: [N+:1]([C:4]1[C:9]2[NH:10][CH:11]([CH2:14][O:15][S:16]([C:19]3[CH:24]=[CH:23][C:22]([CH3:25])=[CH:21][CH:20]=3)(=[O:18])=[O:17])[CH2:12][O:13][C:8]=2[CH:7]=[CH:6][CH:5]=1)([O-])=O.O.C1(C)C=CC(S(O)(=O)=O)=CC=1.[H][H]. (5) Given the product [C:40]([C:42]1[CH:47]=[CH:46][N:45]=[C:44]([C:48]([NH:50][C:51]2[CH:52]=[C:53]3[C:57](=[CH:58][CH:59]=2)[N:56]([CH3:60])[CH:55]=[C:54]3[CH:61]2[CH2:66][CH2:65][N:64]([C:6]([CH:1]3[CH2:2][CH2:3][CH2:4][CH2:5]3)=[O:8])[CH2:63][CH2:62]2)=[O:49])[CH:43]=1)#[N:41], predict the reactants needed to synthesize it. The reactants are: [CH:1]1([C:6]([OH:8])=O)[CH2:5][CH2:4][CH2:3][CH2:2]1.CCN(C(C)C)C(C)C.CCN=C=NCCCN(C)C.Cl.C1C=CC2N(O)N=NC=2C=1.[C:40]([C:42]1[CH:47]=[CH:46][N:45]=[C:44]([C:48]([NH:50][C:51]2[CH:52]=[C:53]3[C:57](=[CH:58][CH:59]=2)[N:56]([CH3:60])[CH:55]=[C:54]3[CH:61]2[CH2:66][CH2:65][NH:64][CH2:63][CH2:62]2)=[O:49])[CH:43]=1)#[N:41]. (6) Given the product [CH3:30][O:31][C:32]1[C:40]2[C:35](=[CH:36][CH:37]=[CH:38][CH:39]=2)[N:34]([C:2]2[N:3]=[C:4]([N:24]3[CH2:29][CH2:28][O:27][CH2:26][CH2:25]3)[C:5]3[S:10][C:9]([CH2:11][N:12]4[CH2:13][CH2:14][N:15]([C:18]([CH3:23])([CH3:22])[C:19]([NH2:21])=[O:20])[CH2:16][CH2:17]4)=[CH:8][C:6]=3[N:7]=2)[N:33]=1, predict the reactants needed to synthesize it. The reactants are: Cl[C:2]1[N:3]=[C:4]([N:24]2[CH2:29][CH2:28][O:27][CH2:26][CH2:25]2)[C:5]2[S:10][C:9]([CH2:11][N:12]3[CH2:17][CH2:16][N:15]([C:18]([CH3:23])([CH3:22])[C:19]([NH2:21])=[O:20])[CH2:14][CH2:13]3)=[CH:8][C:6]=2[N:7]=1.[CH3:30][O:31][C:32]1[C:40]2[C:35](=[CH:36][CH:37]=[CH:38][CH:39]=2)[NH:34][N:33]=1. (7) Given the product [Br:15][C:16]1[N:20]=[C:19]([NH:5][CH2:4][CH:1]2[CH2:3][CH2:2]2)[N:18]([CH2:22][CH:23]([CH3:25])[CH3:24])[N:17]=1, predict the reactants needed to synthesize it. The reactants are: [CH:1]1([CH2:4][NH2:5])[CH2:3][CH2:2]1.C(N(CC)C(C)C)(C)C.[Br:15][C:16]1[N:20]=[C:19](Br)[N:18]([CH2:22][CH:23]([CH3:25])[CH3:24])[N:17]=1. (8) Given the product [CH:1]1([N:4]([CH2:5][CH:6]2[CH2:11][CH2:10][CH2:9][CH2:8][O:7]2)[C:20]([Cl:19])=[O:22])[CH2:3][CH2:2]1, predict the reactants needed to synthesize it. The reactants are: [CH:1]1([NH:4][CH2:5][CH:6]2[CH2:11][CH2:10][CH2:9][CH2:8][O:7]2)[CH2:3][CH2:2]1.C(N(CC)CC)C.[Cl:19][C:20](Cl)([O:22]C(=O)OC(Cl)(Cl)Cl)Cl.O.